Dataset: Catalyst prediction with 721,799 reactions and 888 catalyst types from USPTO. Task: Predict which catalyst facilitates the given reaction. (1) Reactant: [C:1]([C:3]1[CH2:4][N:5](N2C(=O)C3=CC=CC=C3C2=O)[C:6]2[C:11]([C:12]=1[NH:13][C:14]1[CH:19]=[CH:18][C:17]([F:20])=[C:16]([Cl:21])[CH:15]=1)=[CH:10][CH:9]=[C:8]([O:22][CH2:23][CH3:24])[CH:7]=2)#[N:2].[OH-].[NH4+:37]. Product: [NH2:37][C:9]1[CH:10]=[C:11]2[C:6](=[CH:7][C:8]=1[O:22][CH2:23][CH3:24])[N:5]=[CH:4][C:3]([C:1]#[N:2])=[C:12]2[NH:13][C:14]1[CH:19]=[CH:18][C:17]([F:20])=[C:16]([Cl:21])[CH:15]=1. The catalyst class is: 8. (2) Reactant: [Cl:1][C:2]1[CH:11]=[CH:10][C:5]([CH2:6][NH:7][CH2:8][CH3:9])=[CH:4][CH:3]=1.[CH2:12]([O:14][C@H:15]([C:28]([O:30][CH2:31][CH3:32])=[O:29])[CH2:16][C:17]1[CH:27]=[CH:26][C:20]([O:21][CH2:22][C:23]([OH:25])=O)=[CH:19][CH:18]=1)[CH3:13].C(N(CC)C(C)C)(C)C.F[B-](F)(F)F.N1(OC(N(C)C)=[N+](C)C)C2C=CC=CC=2N=N1. Product: [Cl:1][C:2]1[CH:3]=[CH:4][C:5]([CH2:6][N:7]([CH2:8][CH3:9])[C:23](=[O:25])[CH2:22][O:21][C:20]2[CH:19]=[CH:18][C:17]([CH2:16][C@H:15]([O:14][CH2:12][CH3:13])[C:28]([O:30][CH2:31][CH3:32])=[O:29])=[CH:27][CH:26]=2)=[CH:10][CH:11]=1. The catalyst class is: 2. (3) Reactant: [Br:1][C:2]1[CH:10]=[CH:9][CH:8]=[C:7]2[C:3]=1[C:4]([CH:11]=O)=[CH:5][NH:6]2.[H-].[H-].[H-].[H-].[Li+].[Al+3].[OH-].[Na+].O. Product: [Br:1][C:2]1[CH:10]=[CH:9][CH:8]=[C:7]2[C:3]=1[C:4]([CH3:11])=[CH:5][NH:6]2. The catalyst class is: 1. (4) The catalyst class is: 318. Reactant: Br[C:2]1[C:11]2[C:6](=[CH:7][CH:8]=[C:9]([C:12]([C:21]3[CH:26]=[CH:25][C:24]([Cl:27])=[CH:23][CH:22]=3)([C:14]3[CH:19]=[CH:18][C:17]([Cl:20])=[CH:16][CH:15]=3)[OH:13])[CH:10]=2)[N:5]=[CH:4][CH:3]=1.[CH:28](/B(O)O)=[CH:29]\[C:30]1[CH:35]=[CH:34][CH:33]=[CH:32][CH:31]=1.COC1C=CC=C(OC)C=1C1C=CC=CC=1P(C1CCCCC1)C1CCCCC1.[O-]P([O-])([O-])=O.[K+].[K+].[K+]. Product: [Cl:27][C:24]1[CH:25]=[CH:26][C:21]([C:12]([C:14]2[CH:19]=[CH:18][C:17]([Cl:20])=[CH:16][CH:15]=2)([C:9]2[CH:10]=[C:11]3[C:6](=[CH:7][CH:8]=2)[N:5]=[CH:4][CH:3]=[C:2]3/[CH:28]=[CH:29]/[C:30]2[CH:35]=[CH:34][CH:33]=[CH:32][CH:31]=2)[OH:13])=[CH:22][CH:23]=1. (5) Reactant: [NH2:1][CH:2]([CH:12]1[CH:16]2[CH2:17][CH2:18][CH2:19][CH2:20][N:15]2[C:14](=[O:21])[O:13]1)[CH2:3][C:4]1[CH:9]=[C:8]([F:10])[CH:7]=[C:6]([F:11])[CH:5]=1.[C:22](N1C=CN=C1)(=[O:24])[CH3:23].CCN(C(C)C)C(C)C. Product: [F:10][C:8]1[CH:9]=[C:4]([CH2:3][CH:2]([NH:1][C:22](=[O:24])[CH3:23])[CH:12]2[CH:16]3[CH2:17][CH2:18][CH2:19][CH2:20][N:15]3[C:14](=[O:21])[O:13]2)[CH:5]=[C:6]([F:11])[CH:7]=1. The catalyst class is: 2. (6) Reactant: F[C:2]1[CH:7]=[C:6]([F:8])[CH:5]=[CH:4][C:3]=1[C:9]([C:12]1[CH:17]=[CH:16][C:15]([O:18][CH3:19])=[CH:14][CH:13]=1)=[N:10][OH:11].C(O)(C)C.[OH-].[K+]. Product: [F:8][C:6]1[CH:5]=[CH:4][C:3]2[C:9]([C:12]3[CH:17]=[CH:16][C:15]([O:18][CH3:19])=[CH:14][CH:13]=3)=[N:10][O:11][C:2]=2[CH:7]=1. The catalyst class is: 6.